Binary Classification. Given a drug SMILES string, predict its activity (active/inactive) in a high-throughput screening assay against a specified biological target. From a dataset of Tyrosyl-DNA phosphodiesterase HTS with 341,365 compounds. (1) The drug is O=C(C(N1Cc2c(C1=N)cccc2)c1ccccc1)c1ccc(cc1)C. The result is 0 (inactive). (2) The drug is O1c2c(OCC1)ccc(NC(=O)C(OC(=O)c1cc(OC)c(OC)c(OC)c1)C)c2. The result is 0 (inactive). (3) The drug is O(CC(=O)c1c(OC)ccc(OC)c1)C(=O)c1c(OC)cccc1OC. The result is 0 (inactive). (4) The compound is S(CC(=O)NCc1ccc(cc1)C)c1n(nnn1)C. The result is 0 (inactive).